Dataset: Catalyst prediction with 721,799 reactions and 888 catalyst types from USPTO. Task: Predict which catalyst facilitates the given reaction. (1) Reactant: [F:1][CH:2]([F:17])[O:3][C:4]1[CH:9]=[CH:8][C:7]([C:10]#[C:11][Si](C)(C)C)=[CH:6][C:5]=1[CH3:16].C([O-])([O-])=O.[K+].[K+]. Product: [F:1][CH:2]([F:17])[O:3][C:4]1[CH:9]=[CH:8][C:7]([C:10]#[CH:11])=[CH:6][C:5]=1[CH3:16]. The catalyst class is: 5. (2) Reactant: [C:1]([O:5][C:6](=[O:17])[NH:7][C:8]1[CH:9]=[N:10][C:11]([S:14][CH2:15][CH3:16])=[CH:12][CH:13]=1)([CH3:4])([CH3:3])[CH3:2].CN(C)CCN(C)C.C([Li])CCC.[I:31]I. Product: [C:1]([O:5][C:6](=[O:17])[NH:7][C:8]1[CH:9]=[N:10][C:11]([S:14][CH2:15][CH3:16])=[CH:12][C:13]=1[I:31])([CH3:4])([CH3:3])[CH3:2]. The catalyst class is: 27. (3) Product: [Cl:48][C:49]1[CH:54]=[C:53]([Cl:55])[CH:52]=[CH:51][C:50]=1[CH2:56][NH:57][C:7]([CH:6]1[CH2:5][N:4]([C:10]2[N:14]([CH3:15])[CH:13]=[N:12][CH:11]=2)[C:3](=[O:16])[N:2]1[CH3:1])=[O:9]. The catalyst class is: 4. Reactant: [CH3:1][N:2]1[CH:6]([C:7]([OH:9])=O)[CH2:5][N:4]([C:10]2[N:14]([CH3:15])[CH:13]=[N:12][CH:11]=2)[C:3]1=[O:16].C(N1CCOCC1)C.O.ON1C2C=CC=CC=2N=N1.Cl.C(N=C=NCCCN(C)C)C.[Cl:48][C:49]1[CH:54]=[C:53]([Cl:55])[CH:52]=[CH:51][C:50]=1[CH2:56][NH2:57]. (4) Reactant: [Br:1][C:2]1[CH:3]=[C:4]([CH2:9][CH:10]([O:16][C:17]2[CH:22]=[CH:21][CH:20]=[CH:19][CH:18]=2)[C:11]([O:13][CH2:14][CH3:15])=[O:12])[CH:5]=[CH:6][C:7]=1[OH:8].O[CH2:24][CH2:25][NH:26][C:27](=[O:33])[O:28][C:29]([CH3:32])([CH3:31])[CH3:30].C1(P(C2C=CC=CC=2)C2C=CC=CC=2)C=CC=CC=1.CCOC(/N=N/C(OCC)=O)=O. Product: [Br:1][C:2]1[CH:3]=[C:4]([CH2:9][CH:10]([O:16][C:17]2[CH:18]=[CH:19][CH:20]=[CH:21][CH:22]=2)[C:11]([O:13][CH2:14][CH3:15])=[O:12])[CH:5]=[CH:6][C:7]=1[O:8][CH2:24][CH2:25][NH:26][C:27]([O:28][C:29]([CH3:32])([CH3:31])[CH3:30])=[O:33]. The catalyst class is: 11. (5) The catalyst class is: 160. Reactant: Cl[C:2]1[CH:7]=[C:6]([CH2:8][N:9]2[C:13]([CH3:15])([CH3:14])[C:12](=[O:16])[N:11]([C:17]3[CH:25]=[C:24]4[C:20]([C:21]([CH3:41])([CH3:40])[CH2:22][N:23]4[C:26](=[O:39])[CH2:27][N:28]([CH:36]([CH3:38])[CH3:37])C(=O)OC(C)(C)C)=[CH:19][CH:18]=3)C2=O)[CH:5]=[CH:4][N:3]=1.[CH3:43][N:44]([CH3:48])[C:45]([NH2:47])=[O:46].CC1(C)C2C=CC(P(C3C=CC=CC=3)C3C=CC=CC=3)=CC=2OC2C1=CC=C(P(C1C=CC=CC=1)C1C=CC=CC=1)C=2.[C:91](=[O:94])([O-])[O-].[Cs+].[Cs+].Cl. Product: [CH:36]([NH:28][CH2:27][C:26]([N:23]1[C:24]2[C:20](=[CH:19][CH:18]=[C:17]([N:11]3[C:12](=[O:16])[C:13]([CH3:15])([CH3:14])[N:9]([CH2:8][C:6]4[CH:5]=[CH:4][N:3]=[C:2]([NH:47][C:45](=[O:46])[N:44]([CH3:48])[CH3:43])[CH:7]=4)[C:91]3=[O:94])[CH:25]=2)[C:21]([CH3:40])([CH3:41])[CH2:22]1)=[O:39])([CH3:38])[CH3:37]. (6) Reactant: [OH:1][CH:2]1[C:10]2[C:5](=[CH:6][CH:7]=[CH:8][CH:9]=2)[N:4]([CH2:11][CH2:12][CH3:13])[C:3]1=[O:14].C(N(CC)CC)C.[C:22](Cl)(=[O:29])[C:23]1[CH:28]=[CH:27][CH:26]=[CH:25][CH:24]=1. Product: [C:22]([O:1][CH:2]1[C:10]2[C:5](=[CH:6][CH:7]=[CH:8][CH:9]=2)[N:4]([CH2:11][CH2:12][CH3:13])[C:3]1=[O:14])(=[O:29])[C:23]1[CH:28]=[CH:27][CH:26]=[CH:25][CH:24]=1. The catalyst class is: 166.